This data is from Full USPTO retrosynthesis dataset with 1.9M reactions from patents (1976-2016). The task is: Predict the reactants needed to synthesize the given product. (1) Given the product [CH3:8][C:7]1[CH:6]=[C:5]([C:9]2[CH:14]=[CH:13][CH:12]=[C:11]([CH:15]=[O:16])[CH:10]=2)[CH:4]=[C:3]([CH3:17])[C:2]=1[O:1][CH2:29][CH2:30][CH2:31][S:32]([CH3:35])(=[O:34])=[O:33], predict the reactants needed to synthesize it. The reactants are: [OH:1][C:2]1[C:7]([CH3:8])=[CH:6][C:5]([C:9]2[CH:14]=[CH:13][CH:12]=[C:11]([CH:15]=[O:16])[CH:10]=2)=[CH:4][C:3]=1[CH3:17].CC1C=CC(S(O[CH2:29][CH2:30][CH2:31][S:32]([CH3:35])(=[O:34])=[O:33])(=O)=O)=CC=1.C(=O)([O-])[O-].[Cs+].[Cs+]. (2) The reactants are: O[CH2:2][C:3]1[CH:8]=[CH:7][C:6]([CH:9]2[CH2:14][CH2:13][N:12]([C:15]([O:17][C:18]([CH3:21])([CH3:20])[CH3:19])=[O:16])[CH2:11][CH:10]2[O:22][CH2:23][C:24]2[CH:33]=[CH:32][C:31]3[C:26](=[CH:27][CH:28]=[CH:29][CH:30]=3)[CH:25]=2)=[CH:5][CH:4]=1.C(N(CC)CC)C.CS(Cl)(=O)=O.[SH:46][C:47]1[N:52]=[CH:51][CH:50]=[CH:49][N:48]=1. Given the product [CH:25]1[C:26]2[C:31](=[CH:30][CH:29]=[CH:28][CH:27]=2)[CH:32]=[CH:33][C:24]=1[CH2:23][O:22][CH:10]1[CH:9]([C:6]2[CH:5]=[CH:4][C:3]([CH2:2][S:46][C:47]3[N:52]=[CH:51][CH:50]=[CH:49][N:48]=3)=[CH:8][CH:7]=2)[CH2:14][CH2:13][N:12]([C:15]([O:17][C:18]([CH3:19])([CH3:21])[CH3:20])=[O:16])[CH2:11]1, predict the reactants needed to synthesize it. (3) Given the product [C:1]([C:3]1[CH:4]=[C:5]2[C:10](=[CH:11][CH:12]=1)[CH2:9][C@H:8]([N:13]1[CH2:18][CH2:17][C:16]3([CH2:23][C@@H:22]([O:24][Si:31]([CH3:33])([CH3:32])[CH3:30])[C:21]4[CH:25]=[C:26]([NH2:29])[CH:27]=[CH:28][C:20]=4[O:19]3)[CH2:15][CH2:14]1)[CH2:7][CH2:6]2)#[N:2], predict the reactants needed to synthesize it. The reactants are: [C:1]([C:3]1[CH:4]=[C:5]2[C:10](=[CH:11][CH:12]=1)[CH2:9][C@H:8]([N:13]1[CH2:18][CH2:17][C:16]3([CH2:23][C@@H:22]([OH:24])[C:21]4[CH:25]=[C:26]([NH2:29])[CH:27]=[CH:28][C:20]=4[O:19]3)[CH2:15][CH2:14]1)[CH2:7][CH2:6]2)#[N:2].[CH3:30][Si:31](C1NC=CN=1)([CH3:33])[CH3:32].